Dataset: Full USPTO retrosynthesis dataset with 1.9M reactions from patents (1976-2016). Task: Predict the reactants needed to synthesize the given product. (1) Given the product [CH3:22][C:20]([C:11]1[CH:10]=[C:9]([CH2:8][N:6]2[N:5]=[CH:4][N:3]=[CH:7]2)[CH:14]=[C:13]([C:15]([C:17]#[N:18])([CH3:16])[CH3:19])[CH:12]=1)([C:23]#[N:24])[CH3:21], predict the reactants needed to synthesize it. The reactants are: [Br-].N[N:3]1[CH2:7][NH+:6]([CH2:8][C:9]2[CH:14]=[C:13]([C:15]([CH3:19])([C:17]#[N:18])[CH3:16])[CH:12]=[C:11]([C:20]([C:23]#[N:24])([CH3:22])[CH3:21])[CH:10]=2)[N:5]=[CH:4]1.Cl.N([O-])=O.[Na+].C1CCCCC1. (2) Given the product [Br:39][C:40]1[CH:45]=[CH:44][C:43]([CH2:46][NH:11][C:9](=[O:10])[C:8]2[CH:7]=[CH:6][C:5]([C:1]([CH3:3])([CH3:2])[CH3:4])=[CH:38][CH:37]=2)=[C:42]([CH3:48])[CH:41]=1, predict the reactants needed to synthesize it. The reactants are: [C:1]([C:5]1[CH:38]=[CH:37][C:8]([C:9]([NH:11]C(C2C=CC(C3C=CN=C4NC(C5C=NN(C)C=5)=NC=34)=CC=2F)(C)C)=[O:10])=[CH:7][CH:6]=1)([CH3:4])([CH3:3])[CH3:2].[Br:39][C:40]1[CH:45]=[CH:44][C:43]([CH2:46]N)=[C:42]([CH3:48])[CH:41]=1.C(=O)(O)[O-].[Na+].O.C1COCC1. (3) Given the product [CH2:1]([C@H:8]([NH:29][C:30](=[O:40])[O:31][C@@H:32]1[C@H:39]2[C@H:35]([O:36][CH2:37][CH2:38]2)[O:34][CH2:33]1)[C@@H:9]([OH:28])[CH:10]([NH:17][S:18]([C:21]1[CH:26]=[CH:25][CH:24]=[C:23]([O:27][CH:42]([CH3:44])[CH3:43])[CH:22]=1)(=[O:20])=[O:19])[O:11][CH:12]1[CH2:13][CH2:14][CH2:15][CH2:16]1)[C:2]1[CH:7]=[CH:6][CH:5]=[CH:4][CH:3]=1, predict the reactants needed to synthesize it. The reactants are: [CH2:1]([C@H:8]([NH:29][C:30](=[O:40])[O:31][C@@H:32]1[C@H:39]2[C@H:35]([O:36][CH2:37][CH2:38]2)[O:34][CH2:33]1)[C@@H:9]([OH:28])[CH:10]([NH:17][S:18]([C:21]1[CH:26]=[CH:25][CH:24]=[C:23]([OH:27])[CH:22]=1)(=[O:20])=[O:19])[O:11][CH:12]1[CH2:16][CH2:15][CH2:14][CH2:13]1)[C:2]1[CH:7]=[CH:6][CH:5]=[CH:4][CH:3]=1.Br[CH:42]([CH3:44])[CH3:43].C(=O)([O-])[O-].[K+].[K+]. (4) Given the product [Br:1][C:2]1[CH:3]=[CH:4][C:5]([CH:8]([CH2:19][CH2:18][CH:17]=[CH2:16])[C:9]([O:11][CH3:12])=[O:10])=[CH:6][CH:7]=1, predict the reactants needed to synthesize it. The reactants are: [Br:1][C:2]1[CH:7]=[CH:6][C:5]([CH2:8][C:9]([O:11][CH3:12])=[O:10])=[CH:4][CH:3]=1.[H-].[Na+].Br[CH2:16][CH2:17][CH:18]=[CH2:19].